Dataset: Reaction yield outcomes from USPTO patents with 853,638 reactions. Task: Predict the reaction yield, written as a fraction of the theoretical maximum amount of product (1.0 means a 100% yield; for example, 0.34 means a 34% yield). (1) The reactants are C(OC([N:8]1[CH2:13][CH2:12][N:11]([CH2:14][C:15]2[C:16]([C:36]3[CH:41]=[CH:40][CH:39]=[CH:38][CH:37]=3)=[N:17][C:18]3[C:23]([C:24]=2[C:25](=[O:35])[NH:26][C@H:27]([CH:29]2[CH2:34][CH2:33][CH2:32][CH2:31][CH2:30]2)[CH3:28])=[CH:22][CH:21]=[CH:20][CH:19]=3)[CH2:10][CH2:9]1)=O)(C)(C)C.C(Cl)Cl.CO.[NH4+].[OH-]. The catalyst is C(Cl)Cl.C(O)(C(F)(F)F)=O. The product is [CH:29]1([C@@H:27]([NH:26][C:25]([C:24]2[C:23]3[C:18](=[CH:19][CH:20]=[CH:21][CH:22]=3)[N:17]=[C:16]([C:36]3[CH:37]=[CH:38][CH:39]=[CH:40][CH:41]=3)[C:15]=2[CH2:14][N:11]2[CH2:12][CH2:13][NH:8][CH2:9][CH2:10]2)=[O:35])[CH3:28])[CH2:34][CH2:33][CH2:32][CH2:31][CH2:30]1. The yield is 0.960. (2) The reactants are C([O:4][C:5]1[CH:10]=[C:9]([CH3:11])[CH:8]=[C:7]([CH3:12])[CH:6]=1)C=C.C(OCC)(=O)C.C(N(CC)[C:22]1[CH:27]=CC=C[CH:23]=1)C. No catalyst specified. The product is [CH2:27]([C:10]1[C:9]([CH3:11])=[CH:8][C:7]([CH3:12])=[CH:6][C:5]=1[OH:4])[CH:22]=[CH2:23]. The yield is 0.940. (3) The reactants are Cl.Cl.Cl.[CH2:4]1[C:13]2[C:8](=[CH:9][CH:10]=[N:11][CH:12]=2)[CH2:7][CH2:6][N:5]1[C:14]1[CH:20]=[CH:19][C:17]([NH2:18])=[CH:16][C:15]=1[CH3:21].C(N(CC)C(C)C)(C)C.[C:31]1([CH3:40])[CH:36]=[CH:35][CH:34]=[C:33]([N:37]=[C:38]=[O:39])[CH:32]=1. The catalyst is C(Cl)Cl. The product is [CH2:4]1[C:13]2[C:8](=[CH:9][CH:10]=[N:11][CH:12]=2)[CH2:7][CH2:6][N:5]1[C:14]1[CH:20]=[CH:19][C:17]([NH:18][C:38]([NH:37][C:33]2[CH:34]=[CH:35][CH:36]=[C:31]([CH3:40])[CH:32]=2)=[O:39])=[CH:16][C:15]=1[CH3:21]. The yield is 0.970. (4) The reactants are [CH2:1]([N:3]1[CH2:7][CH2:6][N:5]=[C:4]1[CH3:8])[CH3:2].[C:9](=[O:14])([O:12]C)[O:10][CH3:11]. The catalyst is CO. The product is [CH3:11][O:10][C:9](=[O:12])[O-:14].[CH2:1]([NH+:3]1[CH2:7][CH2:6][N:5]([CH3:9])[CH:4]1[CH3:8])[CH3:2]. The yield is 1.00.